This data is from Catalyst prediction with 721,799 reactions and 888 catalyst types from USPTO. The task is: Predict which catalyst facilitates the given reaction. (1) Reactant: Br[CH2:2][C:3]([C:5]12[CH2:14][CH:9]3[CH2:10][CH:11]([CH2:13][CH:7]([CH2:8]3)[CH2:6]1)[CH2:12]2)=[O:4].[NH2:15][C:16]1[S:20][C:19]([SH:21])=[N:18][N:17]=1.C(N(CC)CC)C. Product: [C:5]12([C:3](=[O:4])[CH2:2][S:21][C:19]3[S:20][C:16]([NH2:15])=[N:17][N:18]=3)[CH2:14][CH:9]3[CH2:10][CH:11]([CH2:13][CH:7]([CH2:8]3)[CH2:6]1)[CH2:12]2. The catalyst class is: 10. (2) Reactant: I[C:2]1[CH:7]=[CH:6][C:5]([N+:8]([O-:10])=[O:9])=[CH:4][CH:3]=1.[CH:11]([C:13]1[CH:18]=[CH:17][N:16]=[CH:15][CH:14]=1)=[CH2:12]. Product: [N+:8]([C:5]1[CH:6]=[CH:7][C:2]([CH:12]=[CH:11][C:13]2[CH:18]=[CH:17][N:16]=[CH:15][CH:14]=2)=[CH:3][CH:4]=1)([O-:10])=[O:9]. The catalyst class is: 23. (3) Reactant: [Cl:1][C:2]1[CH:3]=[C:4]([C@@H:8]([OH:33])[CH2:9][NH:10][CH2:11][CH2:12][C:13]2[CH:18]=[CH:17][C:16]([S:19]([C:22]3[CH:23]=[C:24]([CH:30]=[CH:31][CH:32]=3)[C:25]([O:27]CC)=[O:26])(=[O:21])=[O:20])=[CH:15][CH:14]=2)[CH:5]=[CH:6][CH:7]=1.[OH-].[Na+]. Product: [ClH:1].[Cl:1][C:2]1[CH:3]=[C:4]([C@@H:8]([OH:33])[CH2:9][NH:10][CH2:11][CH2:12][C:13]2[CH:14]=[CH:15][C:16]([S:19]([C:22]3[CH:23]=[C:24]([CH:30]=[CH:31][CH:32]=3)[C:25]([OH:27])=[O:26])(=[O:20])=[O:21])=[CH:17][CH:18]=2)[CH:5]=[CH:6][CH:7]=1. The catalyst class is: 8. (4) Reactant: [OH-].[Na+].O.C[O:5][C:6](=[O:42])[CH2:7][C:8]1[CH:13]=[CH:12][C:11]([C:14]2[CH:19]=[CH:18][C:17]([C:20]([CH2:38][CH3:39])([C:23]3[CH:28]=[CH:27][C:26]([CH2:29][CH2:30][CH:31]([OH:36])[C:32]([CH3:35])([CH3:34])[CH3:33])=[C:25]([CH3:37])[CH:24]=3)[CH2:21][CH3:22])=[CH:16][C:15]=2[CH3:40])=[CH:10][C:9]=1[F:41].Cl. Product: [CH2:21]([C:20]([C:17]1[CH:18]=[CH:19][C:14]([C:11]2[CH:12]=[CH:13][C:8]([CH2:7][C:6]([OH:42])=[O:5])=[C:9]([F:41])[CH:10]=2)=[C:15]([CH3:40])[CH:16]=1)([C:23]1[CH:28]=[CH:27][C:26]([CH2:29][CH2:30][CH:31]([OH:36])[C:32]([CH3:34])([CH3:35])[CH3:33])=[C:25]([CH3:37])[CH:24]=1)[CH2:38][CH3:39])[CH3:22]. The catalyst class is: 5. (5) Reactant: [CH3:1][C:2]1[CH:3]=[C:4]([C:9]2[N:13]([CH3:14])[N:12]=[C:11]([C:15](=[N:17][NH:18][C:19]([C:21]3[CH:30]=[CH:29][C:24]([C:25]([O:27]C)=[O:26])=[CH:23][CH:22]=3)=[O:20])[CH3:16])[C:10]=2[OH:31])[CH:5]=[C:6]([CH3:8])[CH:7]=1.CO.[OH-].[Na+].Cl. Product: [CH3:8][C:6]1[CH:5]=[C:4]([C:9]2[N:13]([CH3:14])[N:12]=[C:11]([C:15](=[N:17][NH:18][C:19]([C:21]3[CH:22]=[CH:23][C:24]([C:25]([OH:27])=[O:26])=[CH:29][CH:30]=3)=[O:20])[CH3:16])[C:10]=2[OH:31])[CH:3]=[C:2]([CH3:1])[CH:7]=1. The catalyst class is: 6. (6) Reactant: [CH3:1][N:2]1[CH:14]2[CH:9]([CH2:10][CH2:11][CH2:12][CH2:13]2)[CH:8]2[CH:3]1[CH2:4][CH2:5][CH2:6][CH2:7]2. Product: [CH3:1][N:2]1[C:3]2[CH:4]=[CH:5][CH:6]=[CH:7][C:8]=2[C:9]2[C:14]1=[CH:13][CH:12]=[CH:11][CH:10]=2. The catalyst class is: 45.